This data is from Reaction yield outcomes from USPTO patents with 853,638 reactions. The task is: Predict the reaction yield, written as a fraction of the theoretical maximum amount of product (1.0 means a 100% yield; for example, 0.34 means a 34% yield). (1) The reactants are [Cl:1][C:2]1[CH:11]=[C:10]2[C:5]([N:6]=[C:7]([C:15]3[CH2:16][CH2:17][NH:18][CH2:19][CH:20]=3)[C:8]3[N:9]2[CH:12]=[N:13][N:14]=3)=[CH:4][CH:3]=1.C=O.[CH3:23]C(O)=O.[BH-](OC(C)=O)(OC(C)=O)OC(C)=O.[Na+]. The catalyst is CO.C(Cl)Cl.CO.C(Cl)Cl. The product is [Cl:1][C:2]1[CH:11]=[C:10]2[C:5]([N:6]=[C:7]([C:15]3[CH2:16][CH2:17][N:18]([CH3:23])[CH2:19][CH:20]=3)[C:8]3[N:9]2[CH:12]=[N:13][N:14]=3)=[CH:4][CH:3]=1. The yield is 0.550. (2) The reactants are [C:1]([C:3]1[CH:4]=[C:5]([C:13]2[S:17][C:16]([C:18]3[C:19]([CH3:35])=[C:20]4[C:25](=[CH:26][CH:27]=3)[CH2:24][N:23]([CH2:28][CH2:29][C:30]([O:32]CC)=[O:31])[CH2:22][CH2:21]4)=[N:15][N:14]=2)[CH:6]=[CH:7][C:8]=1[O:9][CH:10]([CH3:12])[CH3:11])#[N:2].[OH-].[Na+:37]. The catalyst is CCO. The product is [Na+:37].[C:1]([C:3]1[CH:4]=[C:5]([C:13]2[S:17][C:16]([C:18]3[C:19]([CH3:35])=[C:20]4[C:25](=[CH:26][CH:27]=3)[CH2:24][N:23]([CH2:28][CH2:29][C:30]([O-:32])=[O:31])[CH2:22][CH2:21]4)=[N:15][N:14]=2)[CH:6]=[CH:7][C:8]=1[O:9][CH:10]([CH3:12])[CH3:11])#[N:2]. The yield is 0.910.